Dataset: Reaction yield outcomes from USPTO patents with 853,638 reactions. Task: Predict the reaction yield, written as a fraction of the theoretical maximum amount of product (1.0 means a 100% yield; for example, 0.34 means a 34% yield). The reactants are [CH3:1][S:2]([O:5][C:6]1[CH:11]=[CH:10][CH:9]=[C:8]([Cl:12])[C:7]=1[CH:13]1[O:17][N:16]=[C:15]([C:18](=O)[CH2:19]Br)[CH2:14]1)(=[O:4])=[O:3].[C:22]([C:25]1([C:43]([O:45][CH3:46])=[O:44])[CH2:30][CH2:29][N:28]([C:31](=[O:42])[NH:32][C:33]2[N:37]([CH3:38])[N:36]=[C:35]([CH:39]([F:41])[F:40])[CH:34]=2)[CH2:27][CH2:26]1)(=[S:24])[NH2:23].O. The catalyst is O1CCCC1. The product is [Cl:12][C:8]1[CH:9]=[CH:10][CH:11]=[C:6]([O:5][S:2]([CH3:1])(=[O:4])=[O:3])[C:7]=1[CH:13]1[O:17][N:16]=[C:15]([C:18]2[N:23]=[C:22]([C:25]3([C:43]([O:45][CH3:46])=[O:44])[CH2:26][CH2:27][N:28]([C:31](=[O:42])[NH:32][C:33]4[N:37]([CH3:38])[N:36]=[C:35]([CH:39]([F:41])[F:40])[CH:34]=4)[CH2:29][CH2:30]3)[S:24][CH:19]=2)[CH2:14]1. The yield is 0.0400.